This data is from Peptide-MHC class II binding affinity with 134,281 pairs from IEDB. The task is: Regression. Given a peptide amino acid sequence and an MHC pseudo amino acid sequence, predict their binding affinity value. This is MHC class II binding data. The peptide sequence is EKKHFAATQFEPLAA. The MHC is HLA-DPA10103-DPB10401 with pseudo-sequence HLA-DPA10103-DPB10401. The binding affinity (normalized) is 0.912.